From a dataset of Blood-brain barrier permeability classification from the B3DB database. Regression/Classification. Given a drug SMILES string, predict its absorption, distribution, metabolism, or excretion properties. Task type varies by dataset: regression for continuous measurements (e.g., permeability, clearance, half-life) or binary classification for categorical outcomes (e.g., BBB penetration, CYP inhibition). Dataset: b3db_classification. (1) The compound is CC1CC(=O)NN=C1c1ccc(NN=C(C#N)C#N)cc1. The result is 0 (does not penetrate BBB). (2) The molecule is COc1cc(C(C)=O)ccc1OCCCN1CCC(c2noc3cc(F)ccc23)CC1. The result is 1 (penetrates BBB). (3) The compound is CCC1=C(C)CN(C(=O)NCCc2ccc(S(=O)(=O)NC(=O)NC3CCC(C)CC3)cc2)C1=O. The result is 0 (does not penetrate BBB).